Predict the reaction yield, written as a fraction of the theoretical maximum amount of product (1.0 means a 100% yield; for example, 0.34 means a 34% yield). From a dataset of Reaction yield outcomes from USPTO patents with 853,638 reactions. (1) The reactants are [CH3:1][NH:2][CH2:3][CH3:4].[C:5]([C:9]1[CH:10]=[C:11]([C:20]2[O:21][C:22]([CH3:36])=[C:23]([CH2:25][CH2:26][O:27][C:28]3[CH:33]=[CH:32][C:31]([CH:34]=O)=[CH:30][CH:29]=3)[N:24]=2)[CH:12]=[C:13]([C:16]([CH3:19])([CH3:18])[CH3:17])[C:14]=1[OH:15])([CH3:8])([CH3:7])[CH3:6].[BH4-].[Na+].N.C(Cl)[Cl:41]. The catalyst is C(O)C. The product is [OH2:15].[ClH:41].[C:16]([C:13]1[CH:12]=[C:11]([C:20]2[O:21][C:22]([CH3:36])=[C:23]([CH2:25][CH2:26][O:27][C:28]3[CH:29]=[CH:30][C:31]([CH3:34])=[CH:32][C:33]=3[CH2:1][NH:2][CH2:3][CH3:4])[N:24]=2)[CH:10]=[C:9]([C:5]([CH3:6])([CH3:8])[CH3:7])[C:14]=1[OH:15])([CH3:18])([CH3:19])[CH3:17]. The yield is 0.630. (2) The reactants are [NH2:1][C:2]1[CH:7]=[CH:6][C:5]([C:8](=O)[CH3:9])=[CH:4][CH:3]=1.Cl.[NH2:12][OH:13].[OH-].[Na+].[Cl-].[Na+]. The catalyst is C(O)C.O. The product is [NH2:1][C:2]1[CH:7]=[CH:6][C:5]([C:8](=[N:12][OH:13])[CH3:9])=[CH:4][CH:3]=1. The yield is 0.300.